Dataset: Forward reaction prediction with 1.9M reactions from USPTO patents (1976-2016). Task: Predict the product of the given reaction. (1) Given the reactants [NH2:1][CH:2]1[CH2:7][CH2:6][CH:5]([C:8]([OH:10])=[O:9])[CH2:4][CH2:3]1.S(Cl)(Cl)=O.[CH3:15][CH2:16]O, predict the reaction product. The product is: [NH2:1][CH:2]1[CH2:7][CH2:6][CH:5]([C:8]([O:10][CH2:15][CH3:16])=[O:9])[CH2:4][CH2:3]1. (2) Given the reactants [Cl:1][C:2]1[CH:21]=[CH:20][C:5]([NH:6][C:7]2[C:16]3[C:11](=[CH:12][C:13]([OH:19])=[C:14]([O:17][CH3:18])[CH:15]=3)[N:10]=[CH:9][N:8]=2)=[C:4]([F:22])[CH:3]=1.Cl.Cl[CH2:25][CH2:26][CH2:27][O:28][C:29]1[CH:34]=[CH:33][N:32]=[CH:31][CH:30]=1.C(=O)([O-])[O-].[K+].[K+], predict the reaction product. The product is: [Cl:1][C:2]1[CH:21]=[CH:20][C:5]([NH:6][C:7]2[C:16]3[C:11](=[CH:12][C:13]([O:19][CH2:25][CH2:26][CH2:27][O:28][C:29]4[CH:34]=[CH:33][N:32]=[CH:31][CH:30]=4)=[C:14]([O:17][CH3:18])[CH:15]=3)[N:10]=[CH:9][N:8]=2)=[C:4]([F:22])[CH:3]=1. (3) Given the reactants [Cl:1][C:2]1[CH:7]=[CH:6][C:5]([C:8]2([CH3:19])[C:13](=[O:14])[CH2:12][CH2:11][CH:10]([C:15](OC)=[O:16])[CH2:9]2)=[CH:4][C:3]=1[C:20]([F:23])([F:22])[F:21].[BH4-].[Na+], predict the reaction product. The product is: [Cl:1][C:2]1[CH:7]=[CH:6][C:5]([C:8]2([CH3:19])[CH2:9][CH:10]([CH2:15][OH:16])[CH2:11][CH2:12][CH:13]2[OH:14])=[CH:4][C:3]=1[C:20]([F:21])([F:22])[F:23]. (4) Given the reactants [Cl:1][C:2]1[CH:7]=[C:6]([CH2:8][CH2:9][NH:10][C:11]2[N:16]=[C:15]([C:17]3[CH:22]=[CH:21][CH:20]=[C:19]([CH2:23][NH:24][CH:25]([CH3:27])[CH3:26])[CH:18]=3)[CH:14]=[CH:13][N:12]=2)[CH:5]=[CH:4][C:3]=1[OH:28].[CH3:29][C:30]1[CH:31]=[N:32][CH:33]=[C:34]([CH:38]=1)[C:35](O)=[O:36], predict the reaction product. The product is: [Cl:1][C:2]1[CH:7]=[C:6]([CH2:8][CH2:9][NH:10][C:11]2[N:16]=[C:15]([C:17]3[CH:18]=[C:19]([CH:20]=[CH:21][CH:22]=3)[CH2:23][N:24]([CH:25]([CH3:26])[CH3:27])[C:35](=[O:36])[C:34]3[CH:38]=[C:30]([CH3:29])[CH:31]=[N:32][CH:33]=3)[CH:14]=[CH:13][N:12]=2)[CH:5]=[CH:4][C:3]=1[OH:28]. (5) Given the reactants [C:1](O)(=O)[C:2]1[CH:7]=[CH:6][CH:5]=[CH:4][CH:3]=1.[NH2:10][C@H:11]([C:16]([OH:18])=[O:17])[CH2:12][CH2:13][CH2:14][NH2:15].C(OC1C=CC=CC=1)(=O)C.[Na].CC(O)C, predict the reaction product. The product is: [C:2]1([CH2:1][C:16]([OH:18])=[O:17])[CH:7]=[CH:6][CH:5]=[CH:4][CH:3]=1.[NH2:10][C@H:11]([C:16]([OH:18])=[O:17])[CH2:12][CH2:13][CH2:14][NH2:15]. (6) The product is: [CH2:7]([O:10][C:11]([NH:13][CH:14]([C:21]1[CH:26]=[CH:25][CH:24]=[C:23]([NH:27][S:28]([C:31]2[CH:36]=[CH:35][CH:34]=[C:33]([NH:37][C:5]([NH:4][CH2:1][CH2:2][CH3:3])=[O:6])[CH:32]=2)(=[O:30])=[O:29])[CH:22]=1)[CH2:15][C:16]([O:18][CH2:19][CH3:20])=[O:17])=[O:12])[CH:8]=[CH2:9]. Given the reactants [CH2:1]([N:4]=[C:5]=[O:6])[CH2:2][CH3:3].[CH2:7]([O:10][C:11]([NH:13][CH:14]([C:21]1[CH:26]=[CH:25][CH:24]=[C:23]([NH:27][S:28]([C:31]2[CH:36]=[CH:35][CH:34]=[C:33]([NH2:37])[CH:32]=2)(=[O:30])=[O:29])[CH:22]=1)[CH2:15][C:16]([O:18][CH2:19][CH3:20])=[O:17])=[O:12])[CH:8]=[CH2:9], predict the reaction product. (7) The product is: [Cl:1][C:2]1[C:3]2[N:4]([C:23]([CH2:24][CH:25]3[CH2:27][CH2:26]3)=[N:22][N:21]=2)[N:5]=[CH:6][C:7]=1[N:8]1[CH2:13][CH2:12][N:11]([C:14]2[CH:19]=[CH:18][C:17]([F:20])=[CH:16][CH:15]=2)[CH2:10][CH2:9]1. Given the reactants [Cl:1][C:2]1[C:7]([N:8]2[CH2:13][CH2:12][N:11]([C:14]3[CH:19]=[CH:18][C:17]([F:20])=[CH:16][CH:15]=3)[CH2:10][CH2:9]2)=[CH:6][N:5]=[N:4][C:3]=1[NH:21][NH:22][C:23](=O)[CH2:24][CH:25]1[CH2:27][CH2:26]1.P(Cl)(Cl)(Cl)=O, predict the reaction product.